Dataset: Forward reaction prediction with 1.9M reactions from USPTO patents (1976-2016). Task: Predict the product of the given reaction. (1) Given the reactants [F:1][C:2]1[CH:10]=[CH:9][CH:8]=[C:7]([N+:11]([O-:13])=[O:12])[C:3]=1[C:4]([NH2:6])=[O:5].CC1(C)C2C(=C(P(C3C=CC=CC=3)C3C=CC=CC=3)C=CC=2)OC2C(P(C3C=CC=CC=3)C3C=CC=CC=3)=CC=CC1=2.C(=O)([O-])[O-].[Cs+].[Cs+].Br[C:63]1[CH:68]=[CH:67][CH:66]=[C:65]([O:69][CH2:70][C:71]([F:77])([F:76])[C:72]([F:75])([F:74])[F:73])[CH:64]=1, predict the reaction product. The product is: [F:1][C:2]1[CH:10]=[CH:9][CH:8]=[C:7]([N+:11]([O-:13])=[O:12])[C:3]=1[C:4]([NH:6][C:67]1[CH:68]=[CH:63][CH:64]=[C:65]([O:69][CH2:70][C:71]([F:76])([F:77])[C:72]([F:74])([F:75])[F:73])[CH:66]=1)=[O:5]. (2) Given the reactants CC(N=NC(C#N)(C)C)(C#N)C.C([SnH](CCCC)CCCC)CCC.[C:26]1([CH3:61])[C:27]([S:32]([N:35]2[CH2:45][C:44]3=[CH:46][CH:36]2[CH2:37][CH2:38][CH2:39][CH2:40][CH2:41][CH2:42][CH:43]3[CH:47](OC(=S)OC2C=CC=CC=2)[CH2:48][CH2:49][CH3:50])(=[O:34])=[O:33])=[CH:28][CH:29]=[CH:30][CH:31]=1, predict the reaction product. The product is: [CH2:47]([CH:43]1[CH2:42][CH2:41][CH2:40][CH2:39][CH2:38][CH2:37][CH:36]2[CH:46]=[C:44]1[CH2:45][N:35]2[S:32]([C:27]1[C:26]([CH3:61])=[CH:31][CH:30]=[CH:29][CH:28]=1)(=[O:33])=[O:34])[CH2:48][CH2:49][CH3:50]. (3) Given the reactants [CH:1]1([CH2:4][NH:5][C:6]2[CH:13]=[CH:12][C:9]([C:10]#[N:11])=[CH:8][C:7]=2[N+:14]([O-])=O)[CH2:3][CH2:2]1, predict the reaction product. The product is: [NH2:14][C:7]1[CH:8]=[C:9]([CH:12]=[CH:13][C:6]=1[NH:5][CH2:4][CH:1]1[CH2:3][CH2:2]1)[C:10]#[N:11]. (4) Given the reactants [Br:1][C:2]1[C:3]([OH:18])=[C:4]([NH:12][C:13]([CH:15]2[CH2:17][CH2:16]2)=[O:14])[CH:5]=[C:6]([C:8]([F:11])([F:10])[F:9])[CH:7]=1.Br[CH2:20][CH2:21][CH2:22]Cl.C(=O)([O-])[O-].[K+].[K+].O, predict the reaction product. The product is: [Br:1][C:2]1[C:3]2[O:18][CH2:20][CH2:21][CH2:22][N:12]([C:13]([CH:15]3[CH2:16][CH2:17]3)=[O:14])[C:4]=2[CH:5]=[C:6]([C:8]([F:11])([F:10])[F:9])[CH:7]=1. (5) Given the reactants [C:1]([O:5][C:6](=[O:21])[NH:7][CH:8]([C:12]1[CH:17]=[CH:16][CH:15]=[C:14]([N+:18]([O-:20])=[O:19])[CH:13]=1)[CH2:9][CH2:10][OH:11])([CH3:4])([CH3:3])[CH3:2].C(N([CH2:27][CH3:28])CC)C.[C:29]1(C)[C:30]([S:35](Cl)(=[O:37])=[O:36])=[CH:31][CH:32]=C[CH:34]=1, predict the reaction product. The product is: [C:1]([O:5][C:6]([NH:7][CH:8]([C:12]1[CH:17]=[CH:16][CH:15]=[C:14]([N+:18]([O-:20])=[O:19])[CH:13]=1)[CH2:9][CH2:10][O:11][S:35]([C:30]1[CH:31]=[CH:32][C:27]([CH3:28])=[CH:34][CH:29]=1)(=[O:37])=[O:36])=[O:21])([CH3:4])([CH3:2])[CH3:3]. (6) Given the reactants CO[CH:3]=[CH:4][C:5](=[O:7])[CH3:6].[Cl:8][C:9]1[CH:10]=[C:11]([CH:14]=[CH:15][CH:16]=1)[CH2:12][NH2:13], predict the reaction product. The product is: [Cl:8][C:9]1[CH:10]=[C:11]([CH2:12][NH:13][CH:3]=[CH:4][C:5](=[O:7])[CH3:6])[CH:14]=[CH:15][CH:16]=1. (7) The product is: [F:1][C:2]1[C:7]([CH:8]([OH:28])[C:9]2[C:17]3[C:12](=[N:13][CH:14]=[CH:15][CH:16]=3)[NH:11][CH:10]=2)=[C:6]([F:29])[CH:5]=[CH:4][C:3]=1[NH:30][S:31]([C:34]1[CH:39]=[CH:38][CH:37]=[C:36]([O:40][CH3:41])[CH:35]=1)(=[O:33])=[O:32]. Given the reactants [F:1][C:2]1[C:7]([CH:8]([OH:28])[C:9]2[C:17]3[C:12](=[N:13][CH:14]=[CH:15][CH:16]=3)[N:11]([Si](C(C)C)(C(C)C)C(C)C)[CH:10]=2)=[C:6]([F:29])[CH:5]=[CH:4][C:3]=1[NH:30][S:31]([C:34]1[CH:39]=[CH:38][CH:37]=[C:36]([O:40][CH3:41])[CH:35]=1)(=[O:33])=[O:32].[F-].C([N+](CCCC)(CCCC)CCCC)CCC.O, predict the reaction product.